Dataset: Forward reaction prediction with 1.9M reactions from USPTO patents (1976-2016). Task: Predict the product of the given reaction. (1) Given the reactants [CH:1]1([C:7]2[C:8]3[CH:9]=[CH:10][C:11]([C:28]([O:30]C)=[O:29])=[CH:12][C:13]=3[N:14]3[C:20]=2[C:19]2[CH:21]=[CH:22][CH:23]=[C:24]4[N:25]=[C:26]([CH3:27])[N:17]([C:18]=24)[CH2:16][CH2:15]3)[CH2:6][CH2:5][CH2:4][CH2:3][CH2:2]1.Cl, predict the reaction product. The product is: [CH:1]1([C:7]2[C:8]3[CH:9]=[CH:10][C:11]([C:28]([OH:30])=[O:29])=[CH:12][C:13]=3[N:14]3[C:20]=2[C:19]2[CH:21]=[CH:22][CH:23]=[C:24]4[N:25]=[C:26]([CH3:27])[N:17]([C:18]=24)[CH2:16][CH2:15]3)[CH2:2][CH2:3][CH2:4][CH2:5][CH2:6]1. (2) Given the reactants [Br:1][C:2]1[CH:7]=[CH:6][C:5]([CH:8]2[CH2:10][CH:9]2[CH2:11][C:12]([NH:14][NH2:15])=[O:13])=[CH:4][CH:3]=1.[CH2:16]([N:18]=[C:19]=[O:20])[CH3:17], predict the reaction product. The product is: [Br:1][C:2]1[CH:3]=[CH:4][C:5]([CH:8]2[CH2:10][CH:9]2[CH2:11][C:12]([NH:14][NH:15][C:19]([NH:18][CH2:16][CH3:17])=[O:20])=[O:13])=[CH:6][CH:7]=1. (3) Given the reactants [C:1](Cl)(=[O:11])[C:2]1[CH:10]=[CH:9][C:5]([C:6](Cl)=[O:7])=[CH:4][CH:3]=1.[C:13]([OH:17])([CH3:16])([CH3:15])[CH3:14].[OH2:18].Cl, predict the reaction product. The product is: [C:1]([O:11][C:2]([CH3:10])([CH3:3])[CH3:1])(=[O:18])[C:2]1[CH:10]=[CH:9][C:5]([C:6]([O:17][C:13]([CH3:16])([CH3:15])[CH3:14])=[O:7])=[CH:4][CH:3]=1. (4) Given the reactants [CH3:1][N:2]([CH3:19])[CH2:3][CH2:4][N:5]1[CH2:11][CH2:10][CH2:9][C:8]2[NH:12][C:13]([CH:16]=O)=[C:14]([CH3:15])[C:7]=2[C:6]1=[O:18].[F:20][C:21]1[CH:22]=[C:23]2[C:27](=[CH:28][C:29]=1[NH:30][C:31](=[O:34])[CH2:32][OH:33])[NH:26][C:25](=[O:35])[CH2:24]2, predict the reaction product. The product is: [CH3:1][N:2]([CH3:19])[CH2:3][CH2:4][N:5]1[CH2:11][CH2:10][CH2:9][C:8]2[NH:12][C:13](/[CH:16]=[C:24]3\[C:25](=[O:35])[NH:26][C:27]4[C:23]\3=[CH:22][C:21]([F:20])=[C:29]([NH:30][C:31](=[O:34])[CH2:32][OH:33])[CH:28]=4)=[C:14]([CH3:15])[C:7]=2[C:6]1=[O:18]. (5) Given the reactants [C:1]([O:5][C:6]([N:8]([CH3:34])[C:9]([CH2:21][CH2:22][CH2:23][CH2:24][B:25]1[O:29][C:28]([CH3:31])([CH3:30])[C:27]([CH3:33])([CH3:32])[O:26]1)([CH2:17][CH2:18][CH:19]=C)[C:10]([O:12][C:13]([CH3:16])([CH3:15])[CH3:14])=[O:11])=[O:7])([CH3:4])([CH3:3])[CH3:2].[O:35]=[O+][O-].C1(P(C2C=CC=CC=2)C2C=CC=CC=2)C=CC=CC=1, predict the reaction product. The product is: [C:1]([O:5][C:6]([N:8]([CH3:34])[C:9]([CH2:17][CH2:18][CH:19]=[O:35])([CH2:21][CH2:22][CH2:23][CH2:24][B:25]1[O:26][C:27]([CH3:32])([CH3:33])[C:28]([CH3:30])([CH3:31])[O:29]1)[C:10]([O:12][C:13]([CH3:14])([CH3:15])[CH3:16])=[O:11])=[O:7])([CH3:3])([CH3:4])[CH3:2]. (6) Given the reactants Br[C:2]1[S:6][C:5]([N:7]([CH3:18])[CH:8]2[CH2:13][C:12]([CH3:15])([CH3:14])[NH:11][C:10]([CH3:17])([CH3:16])[CH2:9]2)=[N:4][N:3]=1.[CH3:19][O:20][C:21]1[CH:30]=[C:29]2[C:24]([CH:25]=[CH:26][CH:27]=[N:28]2)=[CH:23][C:22]=1B(O)O.C(=O)([O-])[O-].[Na+].[Na+].Cl.O1CCOCC1, predict the reaction product. The product is: [CH3:19][O:20][C:21]1[CH:30]=[C:29]2[C:24]([CH:25]=[CH:26][CH:27]=[N:28]2)=[CH:23][C:22]=1[C:2]1[S:6][C:5]([N:7]([CH3:18])[CH:8]2[CH2:13][C:12]([CH3:15])([CH3:14])[NH:11][C:10]([CH3:17])([CH3:16])[CH2:9]2)=[N:4][N:3]=1.